Dataset: Reaction yield outcomes from USPTO patents with 853,638 reactions. Task: Predict the reaction yield, written as a fraction of the theoretical maximum amount of product (1.0 means a 100% yield; for example, 0.34 means a 34% yield). (1) The reactants are [I:1][C:2]1[C:10]2[C:5](=[N:6][CH:7]=[N:8][C:9]=2[NH2:11])[NH:4][N:3]=1.C([O-])([O-])=O.[K+].[K+].[CH:18](Br)([CH3:20])[CH3:19]. The catalyst is CN(C=O)C. The product is [I:1][C:2]1[C:10]2[C:5](=[N:6][CH:7]=[N:8][C:9]=2[NH2:11])[N:4]([CH:18]([CH3:20])[CH3:19])[N:3]=1. The yield is 0.720. (2) The reactants are [N:1]12[CH2:8][CH2:7][C:4]([C:9]([C:16]3[S:17][CH:18]=[CH:19][CH:20]=3)([C:11]3[S:12][CH:13]=[CH:14][CH:15]=3)[OH:10])([CH2:5][CH2:6]1)[CH2:3][CH2:2]2.[C:21]1([O:27][CH2:28][CH2:29][Br:30])[CH:26]=[CH:25][CH:24]=[CH:23][CH:22]=1. The catalyst is CO. The product is [Br-:30].[OH:10][C:9]([C:16]1[S:17][CH:18]=[CH:19][CH:20]=1)([C:11]1[S:12][CH:13]=[CH:14][CH:15]=1)[C:4]12[CH2:5][CH2:6][N+:1]([CH2:29][CH2:28][O:27][C:21]3[CH:26]=[CH:25][CH:24]=[CH:23][CH:22]=3)([CH2:8][CH2:7]1)[CH2:2][CH2:3]2. The yield is 0.747. (3) The reactants are [CH3:1][N:2]1[CH:7]=[CH:6][C:5]([CH:8]([C:14](=O)[CH3:15])[C:9]([O:11][CH2:12][CH3:13])=[O:10])=[C:4]([N+:17]([O-])=O)[C:3]1=[O:20].[Cl-].[NH4+]. The catalyst is C(O)C.O.[Fe]. The product is [CH3:15][C:14]1[NH:17][C:4]2[C:3](=[O:20])[N:2]([CH3:1])[CH:7]=[CH:6][C:5]=2[C:8]=1[C:9]([O:11][CH2:12][CH3:13])=[O:10]. The yield is 0.750.